Dataset: Full USPTO retrosynthesis dataset with 1.9M reactions from patents (1976-2016). Task: Predict the reactants needed to synthesize the given product. (1) Given the product [CH3:48][O:47][C:44]1[CH:43]=[CH:42][C:41]([CH2:40][N:30]([CH2:31][C:32]2[CH:33]=[CH:34][C:35]([O:38][CH3:39])=[CH:36][CH:37]=2)[C:25]2[N:26]=[C:27]([CH3:29])[N:28]=[C:23]([C:9]3[CH:8]=[C:7]([CH:2]([N:59]4[CH2:58][CH2:57][N:56]([C:49]([O:51][C:52]([CH3:55])([CH3:54])[CH3:53])=[O:50])[CH2:61][CH2:60]4)[C:3]([F:4])([F:6])[F:5])[CH:12]=[N:11][C:10]=3[NH:13][C:14]3[CH:15]=[N:16][C:17]([O:21][CH3:22])=[C:18]([F:20])[CH:19]=3)[N:24]=2)=[CH:46][CH:45]=1, predict the reactants needed to synthesize it. The reactants are: Cl[CH:2]([C:7]1[CH:8]=[C:9]([C:23]2[N:28]=[C:27]([CH3:29])[N:26]=[C:25]([N:30]([CH2:40][C:41]3[CH:46]=[CH:45][C:44]([O:47][CH3:48])=[CH:43][CH:42]=3)[CH2:31][C:32]3[CH:37]=[CH:36][C:35]([O:38][CH3:39])=[CH:34][CH:33]=3)[N:24]=2)[C:10]([NH:13][C:14]2[CH:15]=[N:16][C:17]([O:21][CH3:22])=[C:18]([F:20])[CH:19]=2)=[N:11][CH:12]=1)[C:3]([F:6])([F:5])[F:4].[C:49]([N:56]1[CH2:61][CH2:60][NH:59][CH2:58][CH2:57]1)([O:51][C:52]([CH3:55])([CH3:54])[CH3:53])=[O:50].C(N(CC)CC)C. (2) Given the product [CH3:14][O:13][C:9]1[CH:10]=[CH:11][C:12]2[C:7](=[C:2]3[CH:3]=[CH:4][CH:5]=[CH:6][C:1]3=[C:15]3[CH:20]=[CH:19][CH:18]=[CH:17][C:16]3=2)[N:8]=1, predict the reactants needed to synthesize it. The reactants are: [C:1]1([C:15]2[CH:20]=[CH:19][CH:18]=[CH:17][CH:16]=2)[CH:6]=[CH:5][CH:4]=[CH:3][C:2]=1[C:7]1[CH:12]=[CH:11][CH:10]=[C:9]([O:13][CH3:14])[N:8]=1.II.C1OC1C. (3) The reactants are: Br[C:2]1[CH:20]=[CH:19][C:5]2[N:6]=[C:7]([C@H:9]3[CH2:12][C@H:11]([N:13]4[CH2:17][CH2:16][CH2:15][C@H:14]4[CH3:18])[CH2:10]3)[S:8][C:4]=2[CH:3]=1.[CH3:21][C:22]1[C:27](B2OC(C)(C)C(C)(C)O2)=[CH:26][CH:25]=[C:24]([CH3:37])[N:23]=1.N1C=C(B(O)O)C=NC=1. Given the product [CH3:21][C:22]1[C:27]([C:2]2[CH:20]=[CH:19][C:5]3[N:6]=[C:7]([C@H:9]4[CH2:10][C@H:11]([N:13]5[CH2:18][CH2:14][CH2:15][CH2:16][CH2:17]5)[CH2:12]4)[S:8][C:4]=3[CH:3]=2)=[CH:26][CH:25]=[C:24]([CH3:37])[N:23]=1, predict the reactants needed to synthesize it. (4) Given the product [NH:23]1[CH2:22][CH2:21][CH:20]([C:17]2[CH:18]=[CH:19][C:11]3[C:10]4[N:33]=[C:7]([N:6]5[C:2]([CH3:36])([CH3:1])[C:3](=[O:35])[NH:4][C:5]5=[O:34])[S:8][C:9]=4[CH2:15][CH2:14][O:13][C:12]=3[CH:16]=2)[CH2:25][CH2:24]1, predict the reactants needed to synthesize it. The reactants are: [CH3:1][C:2]1([CH3:36])[N:6]([C:7]2[S:8][C:9]3[CH2:15][CH2:14][O:13][C:12]4[CH:16]=[C:17]([CH:20]5[CH2:25][CH2:24][N:23](C(OC(C)(C)C)=O)[CH2:22][CH2:21]5)[CH:18]=[CH:19][C:11]=4[C:10]=3[N:33]=2)[C:5](=[O:34])[NH:4][C:3]1=[O:35]. (5) Given the product [Cl:7][C:8]1[N:9]=[C:10]([N:29]2[CH2:34][CH2:33][O:32][CH2:31][CH2:30]2)[C:11]2[S:16][C:15]([C:17]3[CH:18]=[C:19]([S:23]([CH2:24][C@@H:25]([OH:27])[CH3:26])(=[O:1])=[O:35])[CH:20]=[CH:21][CH:22]=3)=[C:14]([CH3:28])[C:12]=2[N:13]=1, predict the reactants needed to synthesize it. The reactants are: [OH:1]OS([O-])=O.[K+].[Cl:7][C:8]1[N:9]=[C:10]([N:29]2[CH2:34][CH2:33][O:32][CH2:31][CH2:30]2)[C:11]2[S:16][C:15]([C:17]3[CH:18]=[C:19]([S:23][CH2:24][C@@H:25]([OH:27])[CH3:26])[CH:20]=[CH:21][CH:22]=3)=[C:14]([CH3:28])[C:12]=2[N:13]=1.[OH2:35].